The task is: Predict which catalyst facilitates the given reaction.. This data is from Catalyst prediction with 721,799 reactions and 888 catalyst types from USPTO. Reactant: [CH3:1][N:2]([CH3:9])[CH:3]1[CH2:8][CH2:7][NH:6][CH2:5][CH2:4]1.C(N(CC)CC)C.[Cl:17][C:18]1[N:23]=[CH:22][C:21]([S:24](Cl)(=[O:26])=[O:25])=[CH:20][CH:19]=1.CO.C(Cl)Cl. Product: [Cl:17][C:18]1[N:23]=[CH:22][C:21]([S:24]([N:6]2[CH2:7][CH2:8][CH:3]([N:2]([CH3:9])[CH3:1])[CH2:4][CH2:5]2)(=[O:26])=[O:25])=[CH:20][CH:19]=1. The catalyst class is: 143.